Dataset: Forward reaction prediction with 1.9M reactions from USPTO patents (1976-2016). Task: Predict the product of the given reaction. (1) Given the reactants [Cl:1][C:2]1[CH:3]=[C:4]([C:9]2([C:22]([F:25])([F:24])[F:23])[O:13][N:12]=[C:11]([C:14]3[CH:15]=[CH:16][C:17]([CH3:21])=[C:18]([CH:20]=3)[NH2:19])[CH2:10]2)[CH:5]=[C:6]([Cl:8])[CH:7]=1.[F:26][C:27]([F:38])([F:37])[C:28]1[CH:36]=[CH:35][C:31]([C:32](O)=[O:33])=[CH:30][CH:29]=1.Cl.C(N(CC)CCCN=C=NCC)C.C(=O)([O-])O.[Na+], predict the reaction product. The product is: [Cl:1][C:2]1[CH:3]=[C:4]([C:9]2([C:22]([F:23])([F:25])[F:24])[O:13][N:12]=[C:11]([C:14]3[CH:15]=[CH:16][C:17]([CH3:21])=[C:18]([NH:19][C:32](=[O:33])[C:31]4[CH:35]=[CH:36][C:28]([C:27]([F:26])([F:37])[F:38])=[CH:29][CH:30]=4)[CH:20]=3)[CH2:10]2)[CH:5]=[C:6]([Cl:8])[CH:7]=1. (2) The product is: [Cl-:55].[Cl-:55].[C:62]1(=[Zr+2:59]([CH:49]2[CH:48]=[CH:52][CH:51]=[CH:50]2)[C:10]2[C:11]3[CH2:12][C:13]4[C:18](=[CH:17][C:16]([C:20]([CH3:21])([CH3:22])[CH3:23])=[C:15]([C:24]5[CH:29]=[CH:28][CH:27]=[CH:26][CH:25]=5)[CH:14]=4)[C:19]=3[CH:7]=[C:8]([C:41]([CH3:44])([CH3:42])[CH3:43])[C:9]=2[C:35]2[CH:40]=[CH:39][CH:38]=[CH:37][CH:36]=2)[CH2:61][CH2:60][CH2:65][CH2:64][CH2:63]1. Given the reactants C1(=[C:7]2[C:19]3[C:11]([CH:12]=[C:13]4[C:18]=3[CH:17]=[C:16]([C:20]([CH3:23])([CH3:22])[CH3:21])[C:15]([C:24]3[CH:29]=[CH:28][CH:27]=[CH:26][CH:25]=3)=[CH:14]4)=[C:10](C3C=CC=C3)[C:9]([C:35]3[CH:40]=[CH:39][CH:38]=[CH:37][CH:36]=3)=[C:8]2[C:41]([CH3:44])([CH3:43])[CH3:42])CCCCC1.C(O[CH2:48][CH3:49])C.[CH2:50]([Li])[CH2:51][CH2:52]C.[Cl-:55].[Cl-].[Cl-].[Cl-].[Zr+4:59].[CH3:60][CH2:61][CH2:62][CH2:63][CH2:64][CH3:65], predict the reaction product. (3) The product is: [CH2:1]([C:3]1[CH:8]=[CH:7][C:6]([CH2:9][N:11]2[CH2:12][CH2:13][CH:14]([CH2:17][NH:19][C:20]3[CH:25]=[CH:24][C:23]([N:26]4[CH2:27][CH2:28][O:29][CH2:30][CH2:31]4)=[C:22]([F:32])[CH:21]=3)[CH2:15][CH2:16]2)=[CH:5][CH:4]=1)[CH3:2]. Given the reactants [CH2:1]([C:3]1[CH:8]=[CH:7][C:6]([C:9]([N:11]2[CH2:16][CH2:15][CH:14]([C:17]([NH:19][C:20]3[CH:25]=[CH:24][C:23]([N:26]4[CH2:31][CH2:30][O:29][CH2:28][CH2:27]4)=[C:22]([F:32])[CH:21]=3)=O)[CH2:13][CH2:12]2)=O)=[CH:5][CH:4]=1)[CH3:2].[H-].[H-].[H-].[H-].[Li+].[Al+3].[OH-].[Na+].S([O-])([O-])(=O)=O.[Na+].[Na+], predict the reaction product.